Dataset: Catalyst prediction with 721,799 reactions and 888 catalyst types from USPTO. Task: Predict which catalyst facilitates the given reaction. Reactant: [NH:1]1[C:5]2[CH:6]=[CH:7][CH:8]=[CH:9][C:4]=2[N:3]=[C:2]1[C:10]1[O:11][C:12]2[CH:18]=[C:17]([Br:19])[CH:16]=[CH:15][C:13]=2[N:14]=1.CC(C)([O-])C.[K+].[CH3:26][Si:27]([CH3:34])([CH3:33])[CH2:28][CH2:29][O:30][CH2:31]Cl. Product: [Br:19][C:17]1[CH:16]=[CH:15][C:13]2[N:14]=[C:10]([C:2]3[N:3]([CH2:31][O:30][CH2:29][CH2:28][Si:27]([CH3:34])([CH3:33])[CH3:26])[C:4]4[CH:9]=[CH:8][CH:7]=[CH:6][C:5]=4[N:1]=3)[O:11][C:12]=2[CH:18]=1. The catalyst class is: 7.